This data is from Peptide-MHC class I binding affinity with 185,985 pairs from IEDB/IMGT. The task is: Regression. Given a peptide amino acid sequence and an MHC pseudo amino acid sequence, predict their binding affinity value. This is MHC class I binding data. (1) The peptide sequence is EYISDAFSL. The MHC is HLA-A01:01 with pseudo-sequence HLA-A01:01. The binding affinity (normalized) is 0.0262. (2) The peptide sequence is RVFKETLFL. The MHC is HLA-A25:01 with pseudo-sequence HLA-A25:01. The binding affinity (normalized) is 0.0847. (3) The peptide sequence is LSLRNPILV. The MHC is H-2-Ld with pseudo-sequence H-2-Ld. The binding affinity (normalized) is 0. (4) The binding affinity (normalized) is 0.0847. The peptide sequence is FTRMVVAAL. The MHC is HLA-A11:01 with pseudo-sequence HLA-A11:01. (5) The peptide sequence is AAPDGIRGF. The MHC is HLA-A24:02 with pseudo-sequence HLA-A24:02. The binding affinity (normalized) is 0. (6) The peptide sequence is NPNSPSITY. The MHC is HLA-B58:01 with pseudo-sequence HLA-B58:01. The binding affinity (normalized) is 0.0847.